Dataset: Full USPTO retrosynthesis dataset with 1.9M reactions from patents (1976-2016). Task: Predict the reactants needed to synthesize the given product. (1) Given the product [CH2:1]([O:8][C:9]([N:11]1[CH2:17][C:16](=[O:18])[C@@H:15]([NH:19][C:20](=[O:34])[C@@H:21]([NH:26][C:27]([O:29][C:30]([CH3:31])([CH3:33])[CH3:32])=[O:28])[CH2:22][CH:23]([CH3:25])[CH3:24])[CH2:14][CH2:13][C@H:12]1[CH3:35])=[O:10])[C:2]1[CH:7]=[CH:6][CH:5]=[CH:4][CH:3]=1, predict the reactants needed to synthesize it. The reactants are: [CH2:1]([O:8][C:9]([N:11]1[CH2:17][CH:16]([OH:18])[C@@H:15]([NH:19][C:20](=[O:34])[C@@H:21]([NH:26][C:27]([O:29][C:30]([CH3:33])([CH3:32])[CH3:31])=[O:28])[CH2:22][CH:23]([CH3:25])[CH3:24])[CH2:14][CH2:13][C@H:12]1[CH3:35])=[O:10])[C:2]1[CH:7]=[CH:6][CH:5]=[CH:4][CH:3]=1.CC(C)C[C@H](NC(C1C=C2C(=CC=1)N=CC=C2)=O)C(=O)N[C@H]1CC[C@@H](C)N(S(C2C=CC=CN=2)(=O)=O)CC1O. (2) Given the product [C:23]1([N:1]2[C:9]3[C:4](=[CH:5][CH:6]=[CH:7][CH:8]=3)[C:3]([C:10]([O:12][CH3:13])=[O:11])=[CH:2]2)[CH:28]=[CH:27][CH:26]=[CH:25][CH:24]=1, predict the reactants needed to synthesize it. The reactants are: [NH:1]1[C:9]2[C:4](=[CH:5][CH:6]=[CH:7][CH:8]=2)[C:3]([C:10]([O:12][CH3:13])=[O:11])=[CH:2]1.P([O-])([O-])([O-])=O.[K+].[K+].[K+].Br[C:23]1[CH:28]=[CH:27][CH:26]=[CH:25][CH:24]=1.CN[C@@H]1CCCC[C@H]1NC. (3) Given the product [Br:1][C:2]1[C:3]([C@@H:12]([NH:22][C:23](=[O:29])[O:24][C:25]([CH3:28])([CH3:27])[CH3:26])[CH2:13][C:14]2[CH:19]=[C:18]([F:20])[CH:17]=[C:16]([F:21])[CH:15]=2)=[N:4][C:5]([N:30]2[CH:34]=[N:33][CH:32]=[N:31]2)=[N:6][CH:7]=1, predict the reactants needed to synthesize it. The reactants are: [Br:1][C:2]1[C:3]([C@@H:12]([NH:22][C:23](=[O:29])[O:24][C:25]([CH3:28])([CH3:27])[CH3:26])[CH2:13][C:14]2[CH:19]=[C:18]([F:20])[CH:17]=[C:16]([F:21])[CH:15]=2)=[N:4][C:5](S(C)(=O)=O)=[N:6][CH:7]=1.[NH:30]1[CH:34]=[N:33][CH:32]=[N:31]1.C(N(CC)CC)C. (4) Given the product [CH:1]1([CH2:6][C@H:7]([N:11]2[CH2:15][C:14]([O:16][C:17]3[C:18]([F:24])=[CH:19][CH:20]=[CH:21][C:22]=3[F:23])=[CH:13][C:12]2=[O:25])[C:8]([NH:35][C:32]2[CH:33]=[CH:34][N:30]([CH2:29][C:28]([OH:27])([CH3:58])[CH3:70])[N:31]=2)=[O:10])[CH2:2][CH2:3][CH2:4][CH2:5]1, predict the reactants needed to synthesize it. The reactants are: [CH:1]1([CH2:6][C@H:7]([N:11]2[CH2:15][C:14]([O:16][C:17]3[C:22]([F:23])=[CH:21][CH:20]=[CH:19][C:18]=3[F:24])=[CH:13][C:12]2=[O:25])[C:8]([OH:10])=O)[CH2:5][CH2:4][CH2:3][CH2:2]1.Cl.[OH:27][C@@H:28]([CH2:58]O)[CH2:29][N:30]1[CH:34]=[CH:33][C:32]([NH:35]C(=O)[C@@H](N2CC(OC3C=CC=C(Cl)C=3Cl)=CC2=O)CC(C)C)=[N:31]1.F[P-](F)(F)(F)(F)F.N1(O[P+](N(C)C)(N(C)C)N(C)C)C2C=CC=C[C:70]=2N=N1.C(N(CC)C(C)C)(C)C. (5) Given the product [Cl:1][C:2]1[N:3]=[C:4]([C:9]([NH:11][C@H:12]2[CH2:17][CH2:16][N:15]([C:18]3[S:19][C:20]([C:23]([N:30]([CH3:31])[CH3:29])=[O:24])=[CH:21][N:22]=3)[CH2:14][C@H:13]2[O:26][CH3:27])=[O:10])[NH:5][C:6]=1[CH2:7][CH3:8], predict the reactants needed to synthesize it. The reactants are: [Cl:1][C:2]1[N:3]=[C:4]([C:9]([NH:11][C@H:12]2[CH2:17][CH2:16][N:15]([C:18]3[S:19][C:20]([C:23](O)=[O:24])=[CH:21][N:22]=3)[CH2:14][C@H:13]2[O:26][CH3:27])=[O:10])[NH:5][C:6]=1[CH2:7][CH3:8].Cl.[CH3:29][NH:30][CH3:31].CCN=C=NCCCN(C)C.Cl.C1C=CC2N(O)N=NC=2C=1.C(N(C(C)C)CC)(C)C.